Dataset: Reaction yield outcomes from USPTO patents with 853,638 reactions. Task: Predict the reaction yield, written as a fraction of the theoretical maximum amount of product (1.0 means a 100% yield; for example, 0.34 means a 34% yield). The catalyst is ClCCl. The reactants are Cl.[Br:2][C:3]1[CH:8]=[CH:7][C:6]([C:9]2([C:15]3[CH:20]=[CH:19][C:18]([Cl:21])=[CH:17][CH:16]=3)[CH2:14][CH2:13][NH:12][CH2:11][CH2:10]2)=[CH:5][CH:4]=1.C(N(CC)CC)C.[C:29]([O:33][C:34](O[C:34]([O:33][C:29]([CH3:32])([CH3:31])[CH3:30])=[O:35])=[O:35])([CH3:32])([CH3:31])[CH3:30]. The yield is 0.970. The product is [C:29]([O:33][C:34]([N:12]1[CH2:13][CH2:14][C:9]([C:6]2[CH:7]=[CH:8][C:3]([Br:2])=[CH:4][CH:5]=2)([C:15]2[CH:16]=[CH:17][C:18]([Cl:21])=[CH:19][CH:20]=2)[CH2:10][CH2:11]1)=[O:35])([CH3:32])([CH3:31])[CH3:30].